The task is: Predict which catalyst facilitates the given reaction.. This data is from Catalyst prediction with 721,799 reactions and 888 catalyst types from USPTO. (1) Reactant: [NH2:1][C@H:2]([CH2:5][C:6]1[CH:11]=[CH:10][CH:9]=[CH:8][CH:7]=1)[C:3]#[N:4].Cl.[H][H].N[C@H](CC1C=CC=CC=1)CO. Product: [C:6]1([CH2:5][C@@H:2]([NH2:1])[CH2:3][NH2:4])[CH:11]=[CH:10][CH:9]=[CH:8][CH:7]=1. The catalyst class is: 838. (2) Reactant: Cl[C:2]1[CH:7]=[C:6]([Cl:8])[N:5]=[C:4]([O:9][CH3:10])[N:3]=1.[F:11][C:12]1[CH:13]=[C:14]([CH2:19][CH2:20][NH2:21])[CH:15]=[CH:16][C:17]=1[F:18].C(=O)(O)[O-].[Na+].O. Product: [Cl:8][C:6]1[N:5]=[C:4]([O:9][CH3:10])[N:3]=[C:2]([NH:21][CH2:20][CH2:19][C:14]2[CH:15]=[CH:16][C:17]([F:18])=[C:12]([F:11])[CH:13]=2)[CH:7]=1. The catalyst class is: 14. (3) Reactant: CN(C)C1C=CC=CC=1.[NH2:10][C:11]1[C:12]([O:24][CH2:25][C:26]([F:29])([F:28])[F:27])=[N:13][C:14]([CH3:23])=[CH:15][C:16]=1[O:17][CH2:18][C:19]([F:22])([F:21])[F:20].[Br:30][CH2:31][C:32](Br)=[O:33]. Product: [Br:30][CH2:31][C:32]([NH:10][C:11]1[C:12]([O:24][CH2:25][C:26]([F:29])([F:27])[F:28])=[N:13][C:14]([CH3:23])=[CH:15][C:16]=1[O:17][CH2:18][C:19]([F:21])([F:22])[F:20])=[O:33]. The catalyst class is: 46. (4) Reactant: [F:1][C:2]1[CH:12]=[C:11]([F:13])[C:10]([F:14])=[CH:9][C:3]=1[CH:4]=[CH:5][N+:6]([O-:8])=[O:7].C[Si](C)(C)[O:17][C:18]([CH:20]=[CH2:21])=[CH2:19]. Product: [N+:6]([C@@H:5]1[CH2:21][CH2:20][C:18](=[O:17])[CH2:19][C@H:4]1[C:3]1[CH:9]=[C:10]([F:14])[C:11]([F:13])=[CH:12][C:2]=1[F:1])([O-:8])=[O:7]. The catalyst class is: 11. (5) Reactant: [CH:1]1[C:13]2[CH:12]([CH2:14][O:15][C:16](=[O:36])[NH:17][C:18]([N:21]3[C:29]4[C:28]5[CH:30]=[CH:31][C:32]([O:34][CH3:35])=[CH:33][C:27]=5[CH2:26][CH2:25][C:24]=4[CH:23]=[N:22]3)([CH3:20])[CH3:19])[C:11]3[C:6](=[CH:7][CH:8]=[CH:9][CH:10]=3)[C:5]=2[CH:4]=[CH:3][CH:2]=1.C(C1C(=O)C(Cl)=C(Cl)C(=O)C=1C#N)#N.C([O-])(O)=O.[Na+]. Product: [CH:10]1[C:11]2[CH:12]([CH2:14][O:15][C:16](=[O:36])[NH:17][C:18]([N:21]3[C:29]4[C:24](=[CH:25][CH:26]=[C:27]5[CH:33]=[C:32]([O:34][CH3:35])[CH:31]=[CH:30][C:28]5=4)[CH:23]=[N:22]3)([CH3:20])[CH3:19])[C:13]3[C:5](=[CH:4][CH:3]=[CH:2][CH:1]=3)[C:6]=2[CH:7]=[CH:8][CH:9]=1. The catalyst class is: 12. (6) Reactant: [OH-].[K+].[N+:3]([C:6]1[C:15]([O:16][CH3:17])=[C:14]([CH3:18])[C:13]([O:19][CH3:20])=[CH:12][C:7]=1[C:8]([O:10]C)=[O:9])([O-:5])=[O:4].Cl. Product: [N+:3]([C:6]1[C:15]([O:16][CH3:17])=[C:14]([CH3:18])[C:13]([O:19][CH3:20])=[CH:12][C:7]=1[C:8]([OH:10])=[O:9])([O-:5])=[O:4]. The catalyst class is: 5. (7) Reactant: [CH3:1][O:2][C:3]1[CH:4]=[C:5]2[C:10](=[CH:11][C:12]=1[O:13][CH3:14])[N:9]=[CH:8][CH:7]=[C:6]2[O:15][C:16]1[C:17]([C:23]2[CH:24]=[N:25][NH:26][CH:27]=2)=[N:18][C:19]([CH3:22])=[CH:20][CH:21]=1.[H-].[Na+].[CH3:30]I.O. Product: [CH3:1][O:2][C:3]1[CH:4]=[C:5]2[C:10](=[CH:11][C:12]=1[O:13][CH3:14])[N:9]=[CH:8][CH:7]=[C:6]2[O:15][C:16]1[C:17]([C:23]2[CH:24]=[N:25][N:26]([CH3:30])[CH:27]=2)=[N:18][C:19]([CH3:22])=[CH:20][CH:21]=1. The catalyst class is: 9. (8) Product: [O:27]=[C:13]1[C@@H:12]([NH:11][C:9](=[O:10])[O:8][CH2:1][C:2]2[CH:7]=[CH:6][CH:5]=[CH:4][CH:3]=2)[CH2:16][CH2:15][N:14]1[CH:17]1[CH2:26][CH2:25][C:20](=[O:21])[CH2:19][CH2:18]1. Reactant: [CH2:1]([O:8][C:9]([NH:11][C@H:12]1[CH2:16][CH2:15][N:14]([CH:17]2[CH2:26][CH2:25][C:20]3(OCC[O:21]3)[CH2:19][CH2:18]2)[C:13]1=[O:27])=[O:10])[C:2]1[CH:7]=[CH:6][CH:5]=[CH:4][CH:3]=1.C1(C)C=CC(S(O)(=O)=O)=CC=1.Cl.C(=O)(O)[O-].[Na+]. The catalyst class is: 21. (9) Reactant: [Br:1][C:2]1[N:7]=[C:6]([C:8](=[S:10])[NH2:9])[CH:5]=[CH:4][CH:3]=1.Br[CH2:12][C:13](=O)[CH2:14][OH:15].O. Product: [Br:1][C:2]1[N:7]=[C:6]([C:8]2[S:10][CH:12]=[C:13]([CH2:14][OH:15])[N:9]=2)[CH:5]=[CH:4][CH:3]=1. The catalyst class is: 14. (10) Reactant: [C:1]([O:5][C:6]([N:8]1[CH2:12][C@@H:11]([OH:13])[C@H:10](Br)[CH2:9]1)=[O:7])([CH3:4])([CH3:3])[CH3:2].[CH2:15]([NH2:22])[C:16]1[CH:21]=[CH:20][CH:19]=[CH:18][CH:17]=1. Product: [C:1]([O:5][C:6]([N:8]1[CH2:12][C@@H:11]([OH:13])[C@H:10]([NH:22][CH2:15][C:16]2[CH:21]=[CH:20][CH:19]=[CH:18][CH:17]=2)[CH2:9]1)=[O:7])([CH3:4])([CH3:3])[CH3:2]. The catalyst class is: 74.